Dataset: Catalyst prediction with 721,799 reactions and 888 catalyst types from USPTO. Task: Predict which catalyst facilitates the given reaction. (1) Reactant: [F:1][C:2]([F:56])([F:55])[C:3]1[CH:4]=[C:5]([C@H:13]([N:15]([CH3:54])[C:16]([N:18]2[CH2:23][CH2:22][C@:21]([CH2:31][CH:32]=[C:33]([O:38][Si](C(C)(C)C)(C)C)[C:34]([O:36][CH3:37])=[O:35])([NH:24][S:25]([C:27]([CH3:30])([CH3:29])[CH3:28])=[O:26])[CH2:20][C@@H:19]2[C:46]2[CH:51]=[CH:50][C:49]([F:52])=[CH:48][C:47]=2[CH3:53])=[O:17])[CH3:14])[CH:6]=[C:7]([C:9]([F:12])([F:11])[F:10])[CH:8]=1.C(O)(=O)C.[F-].[Cs+].C([O-])(O)=O.[Na+]. Product: [CH3:37][O:36][C:34](=[O:35])[C:33](=[O:38])[CH2:32][CH2:31][C@:21]1([NH:24][S:25]([C:27]([CH3:29])([CH3:28])[CH3:30])=[O:26])[CH2:22][CH2:23][N:18]([C:16]([N:15]([C@@H:13]([C:5]2[CH:4]=[C:3]([C:2]([F:55])([F:56])[F:1])[CH:8]=[C:7]([C:9]([F:10])([F:11])[F:12])[CH:6]=2)[CH3:14])[CH3:54])=[O:17])[C@@H:19]([C:46]2[CH:51]=[CH:50][C:49]([F:52])=[CH:48][C:47]=2[CH3:53])[CH2:20]1. The catalyst class is: 10. (2) The catalyst class is: 1. Reactant: [CH3:1][C:2]1[N:7]=[C:6]([CH:8]=O)[CH:5]=[CH:4][N:3]=1.[CH2:10]([NH2:12])[CH3:11]. Product: [CH2:10]([NH:12][CH2:8][C:6]1[CH:5]=[CH:4][N:3]=[C:2]([CH3:1])[N:7]=1)[CH3:11]. (3) Reactant: C1COCC1.[Br:6][C:7]1[C:15]2[S:14][C:13]([C:16](O)=[O:17])=[CH:12][C:11]=2[C:10]([F:19])=[CH:9][CH:8]=1. Product: [Br:6][C:7]1[C:15]2[S:14][C:13]([CH2:16][OH:17])=[CH:12][C:11]=2[C:10]([F:19])=[CH:9][CH:8]=1. The catalyst class is: 6. (4) Reactant: [O:1]=[S:2]1(=[O:28])[C:7]2[CH:8]=[CH:9][CH:10]=[CH:11][C:6]=2[NH:5][C:4]([C:12]2[C:17](=[O:18])[N:16]([N:19]=[CH:20][CH:21]([CH3:23])[CH3:22])[C:15]3[CH:24]=[CH:25][S:26][C:14]=3[C:13]=2[OH:27])=[N:3]1.[CH3:29]O.[BH4-].[Li+].Cl.O1C[CH2:37][CH2:36][CH2:35]1. Product: [O:28]=[S:2]1(=[O:1])[C:7]2[CH:8]=[CH:9][CH:10]=[CH:11][C:6]=2[NH:5][C:4]([C:12]2[C:17](=[O:18])[N:16]([NH:19][CH:20]([C:21]3[CH:22]=[CH:37][CH:36]=[CH:35][CH:23]=3)[CH3:29])[C:15]3[CH:24]=[CH:25][S:26][C:14]=3[C:13]=2[OH:27])=[N:3]1. The catalyst class is: 6. (5) Product: [N:39]1([C:33]([C:30]2[CH:29]=[CH:28][C:27]([O:26][C:13]3[CH:14]=[C:15]([CH:16]=[C:11]([O:10][C@@H:8]([CH3:9])[CH2:7][OH:6])[CH:12]=3)[C:17]([NH:19][C:20]3[CH:24]=[CH:23][N:22]([CH3:25])[N:21]=3)=[O:18])=[N:32][CH:31]=2)=[O:34])[CH2:42][CH2:41][CH2:40]1. The catalyst class is: 18. Reactant: CC([Si](C)(C)[O:6][CH2:7][C@@H:8]([O:10][C:11]1[CH:12]=[C:13]([O:26][C:27]2[N:32]=[CH:31][C:30]([C:33](O)=[O:34])=[CH:29][CH:28]=2)[CH:14]=[C:15]([C:17]([NH:19][C:20]2[CH:24]=[CH:23][N:22]([CH3:25])[N:21]=2)=[O:18])[CH:16]=1)[CH3:9])(C)C.Cl.[NH:39]1[CH2:42][CH2:41][CH2:40]1.CN(C(ON1N=NC2C=CC=NC1=2)=[N+](C)C)C.F[P-](F)(F)(F)(F)F.CCN(C(C)C)C(C)C.Cl.C(=O)(O)[O-].[Na+]. (6) Reactant: Br[C:2]1[CH:3]=[C:4]2[C:8](=[C:9]([C:11]([NH2:13])=[O:12])[CH:10]=1)[NH:7][CH:6]=[C:5]2[CH:14]1[CH2:19][CH2:18][N:17]([S:20]([CH2:23][CH2:24][CH2:25][O:26][CH3:27])(=[O:22])=[O:21])[CH2:16][CH2:15]1.[CH:28]([C:30]1[CH:31]=[C:32](B(O)O)[CH:33]=[CH:34][CH:35]=1)=[O:29].C(=O)([O-])[O-]. Product: [CH:28]([C:30]1[CH:35]=[C:34]([C:2]2[CH:3]=[C:4]3[C:8](=[C:9]([C:11]([NH2:13])=[O:12])[CH:10]=2)[NH:7][CH:6]=[C:5]3[CH:14]2[CH2:15][CH2:16][N:17]([S:20]([CH2:23][CH2:24][CH2:25][O:26][CH3:27])(=[O:21])=[O:22])[CH2:18][CH2:19]2)[CH:33]=[CH:32][CH:31]=1)=[O:29]. The catalyst class is: 70.